From a dataset of Full USPTO retrosynthesis dataset with 1.9M reactions from patents (1976-2016). Predict the reactants needed to synthesize the given product. (1) The reactants are: [CH2:1]([N:8]([CH2:22][CH3:23])[S:9]([C:12]1[CH:17]=[CH:16][C:15]([CH2:18][C:19]([OH:21])=O)=[CH:14][CH:13]=1)(=[O:11])=[O:10])[C:2]1[CH:7]=[CH:6][CH:5]=[CH:4][CH:3]=1.[CH3:24][O:25][C:26]1[CH:35]=[CH:34][C:33]([N:36]2[CH2:41][CH2:40][N:39]([CH3:42])[CH2:38][CH2:37]2)=[C:32]2[C:27]=1[CH2:28][CH2:29][NH:30][CH2:31]2.CN(C(ON1N=NC2C=CC=NC1=2)=[N+](C)C)C.F[P-](F)(F)(F)(F)F. Given the product [CH2:1]([N:8]([CH2:22][CH3:23])[S:9]([C:12]1[CH:17]=[CH:16][C:15]([CH2:18][C:19]([N:30]2[CH2:29][CH2:28][C:27]3[C:32](=[C:33]([N:36]4[CH2:41][CH2:40][N:39]([CH3:42])[CH2:38][CH2:37]4)[CH:34]=[CH:35][C:26]=3[O:25][CH3:24])[CH2:31]2)=[O:21])=[CH:14][CH:13]=1)(=[O:11])=[O:10])[C:2]1[CH:3]=[CH:4][CH:5]=[CH:6][CH:7]=1, predict the reactants needed to synthesize it. (2) Given the product [Cl:17][C:15]1[CH:14]=[CH:13][C:12]2[NH:8][C:9]([C@@H:18]([NH:24][C:25](=[O:40])[C:26]3[CH:31]=[CH:30][C:29]([C:32]([N:34]4[CH2:35][CH2:36][CH2:37][CH2:38]4)=[O:33])=[C:28]([CH3:39])[CH:27]=3)[CH2:19][CH2:20][C:21]([N:72]3[CH2:77][CH2:76][S:75](=[O:79])(=[O:78])[CH2:74][CH2:73]3)=[O:22])=[N:10][C:11]=2[CH:16]=1, predict the reactants needed to synthesize it. The reactants are: C(OC([N:8]1[C:12]2[CH:13]=[CH:14][C:15]([Cl:17])=[CH:16][C:11]=2[N:10]=[C:9]1[CH:18]([NH:24][C:25](=[O:40])[C:26]1[CH:31]=[CH:30][C:29]([C:32]([N:34]2[CH2:38][CH2:37][CH2:36][CH2:35]2)=[O:33])=[C:28]([CH3:39])[CH:27]=1)[CH2:19][CH2:20][C:21](O)=[O:22])=O)(C)(C)C.CN(C(ON1N=NC2C=CC=CC1=2)=[N+](C)C)C.[B-](F)(F)(F)F.C(N(C(C)C)CC)(C)C.[NH:72]1[CH2:77][CH2:76][S:75](=[O:79])(=[O:78])[CH2:74][CH2:73]1.FC(F)(F)C(O)=O.ClCl. (3) Given the product [Br:1][C:2]1[CH:7]=[C:6]([S:8]([CH3:11])(=[O:10])=[O:9])[CH:5]=[CH:4][C:3]=1[NH:22][CH:23]1[CH2:24][CH2:25][N:26]([C:29]([O:31][C:32]([CH3:35])([CH3:34])[CH3:33])=[O:30])[CH2:27][CH2:28]1, predict the reactants needed to synthesize it. The reactants are: [Br:1][C:2]1[CH:7]=[C:6]([S:8]([CH3:11])(=[O:10])=[O:9])[CH:5]=[CH:4][C:3]=1F.C(N(CC)C(C)C)(C)C.[NH2:22][CH:23]1[CH2:28][CH2:27][N:26]([C:29]([O:31][C:32]([CH3:35])([CH3:34])[CH3:33])=[O:30])[CH2:25][CH2:24]1.[Cl-].[NH4+]. (4) Given the product [C:12]1([S:18]([N:21]2[C:29]3[C:24](=[CH:25][C:26]([F:30])=[CH:27][CH:28]=3)[CH:23]=[C:22]2[C:3]2([OH:10])[CH:4]=[CH:5][C:6](=[O:9])[CH:7]=[CH:8]2)(=[O:20])=[O:19])[CH:13]=[CH:14][CH:15]=[CH:16][CH:17]=1, predict the reactants needed to synthesize it. The reactants are: CO[C:3]1([O:10]C)[CH:8]=[CH:7][C:6](=[O:9])[CH:5]=[CH:4]1.[C:12]1([S:18]([N:21]2[C:29]3[C:24](=[CH:25][C:26]([F:30])=[CH:27][CH:28]=3)[CH:23]=[CH:22]2)(=[O:20])=[O:19])[CH:17]=[CH:16][CH:15]=[CH:14][CH:13]=1. (5) Given the product [Cl:1][C:2]1[N:7]=[CH:6][C:5]2[C:8]([C:22]3[CH:21]=[N:20][N:19]([CH3:18])[CH:23]=3)=[N:9][N:10]([CH:11]3[CH2:16][CH2:15][CH2:14][CH2:13][O:12]3)[C:4]=2[CH:3]=1, predict the reactants needed to synthesize it. The reactants are: [Cl:1][C:2]1[N:7]=[CH:6][C:5]2[C:8](I)=[N:9][N:10]([CH:11]3[CH2:16][CH2:15][CH2:14][CH2:13][O:12]3)[C:4]=2[CH:3]=1.[CH3:18][N:19]1[CH:23]=[C:22](B2OC(C)(C)C(C)(C)O2)[CH:21]=[N:20]1.C(=O)([O-])[O-].[Cs+].[Cs+]. (6) Given the product [NH2:13][C:10]1[N:9]=[C:8]([NH2:14])[C:7]([O:6][C:5]2[C:4]([CH:1]([CH3:3])[CH3:2])=[CH:18][C:17]([OH:19])=[C:16]([C:21]#[CH:22])[CH:15]=2)=[CH:12][N:11]=1, predict the reactants needed to synthesize it. The reactants are: [CH:1]([C:4]1[CH:18]=[C:17]([O:19]C)[C:16]([C:21]#[C:22][Si](C)(C)C)=[CH:15][C:5]=1[O:6][C:7]1[C:8]([NH2:14])=[N:9][C:10]([NH2:13])=[N:11][CH:12]=1)([CH3:3])[CH3:2].B(Br)(Br)Br.C([O-])(O)=O.[Na+].